This data is from Reaction yield outcomes from USPTO patents with 853,638 reactions. The task is: Predict the reaction yield, written as a fraction of the theoretical maximum amount of product (1.0 means a 100% yield; for example, 0.34 means a 34% yield). (1) The reactants are Br[C:2]1[CH:11]=[C:10]2[C:5]([CH:6]=[C:7]([NH:36][C:37](=[O:46])[O:38][CH2:39][C:40]3[CH:45]=[CH:44][CH:43]=[CH:42][CH:41]=3)[C:8]([C:12]([NH:14][C:15]3[CH:16]=[N:17][CH:18]=[CH:19][C:20]=3[N:21]3[CH2:26][C@H:25]([CH3:27])[CH2:24][C@H:23]([NH:28][C:29]([O:31][C:32]([CH3:35])([CH3:34])[CH3:33])=[O:30])[CH2:22]3)=[O:13])=[N:9]2)=[CH:4][CH:3]=1.[O-]P([O-])([O-])=O.[K+].[K+].[K+].O1CCOCC1.CC1(C)C(C)(C)OB([C:69]2[CH2:70][CH2:71][O:72][CH2:73][CH:74]=2)O1. The catalyst is C1(P(C2CCCCC2)C2C=CC=CC=2C2C(C(C)C)=CC(C(C)C)=CC=2C(C)C)CCCCC1.NC1C=CC=CC=1C1C=CC=CC=1[Pd]Cl.O. The product is [CH2:39]([O:38][C:37](=[O:46])[NH:36][C:7]1[C:8]([C:12]([NH:14][C:15]2[CH:16]=[N:17][CH:18]=[CH:19][C:20]=2[N:21]2[CH2:26][C@H:25]([CH3:27])[CH2:24][C@H:23]([NH:28][C:29]([O:31][C:32]([CH3:33])([CH3:34])[CH3:35])=[O:30])[CH2:22]2)=[O:13])=[N:9][C:10]2[C:5]([CH:6]=1)=[CH:4][CH:3]=[C:2]([C:69]1[CH2:74][CH2:73][O:72][CH2:71][CH:70]=1)[CH:11]=2)[C:40]1[CH:45]=[CH:44][CH:43]=[CH:42][CH:41]=1. The yield is 0.570. (2) The reactants are [OH:1][C:2]1[CH:3]=[CH:4][C:5]([C:9]([O:11][CH3:12])=[O:10])=[N:6][C:7]=1I.[CH:13]#[C:14][CH2:15][CH2:16][CH3:17]. The catalyst is [Cu]I.CN(C=O)C. The product is [CH2:15]([C:14]1[O:1][C:2]2[C:7](=[N:6][C:5]([C:9]([O:11][CH3:12])=[O:10])=[CH:4][CH:3]=2)[CH:13]=1)[CH2:16][CH3:17]. The yield is 0.510. (3) The reactants are [CH3:1][O:2][C:3]([C:5]1[C:13]2[O:12][CH2:11][CH2:10][C:9]=2[CH:8]=[C:7](Br)[CH:6]=1)=[O:4].[F:15][C:16]1[CH:17]=[C:18](B(O)O)[CH:19]=[C:20]([O:23][CH3:24])[C:21]=1[F:22].CCCC[N+](CCCC)(CCCC)CCCC.[F-]. The catalyst is C(O)C.C1(C)C=CC=CC=1.C1COCC1.C1C=CC([P]([Pd]([P](C2C=CC=CC=2)(C2C=CC=CC=2)C2C=CC=CC=2)([P](C2C=CC=CC=2)(C2C=CC=CC=2)C2C=CC=CC=2)[P](C2C=CC=CC=2)(C2C=CC=CC=2)C2C=CC=CC=2)(C2C=CC=CC=2)C2C=CC=CC=2)=CC=1. The product is [CH3:1][O:2][C:3]([C:5]1[C:13]2[O:12][CH2:11][CH2:10][C:9]=2[CH:8]=[C:7]([C:18]2[CH:19]=[C:20]([O:23][CH3:24])[C:21]([F:22])=[C:16]([F:15])[CH:17]=2)[CH:6]=1)=[O:4]. The yield is 0.420. (4) The reactants are [C:1]([O:4][C@@H:5]1[CH2:29][CH2:28][C@@:27]2([CH3:30])[C@H:7]([CH2:8][CH2:9][C@@H:10]3[C:26]2=[CH:25][CH2:24][C@@:23]2([CH3:31])[C@H:11]3[CH2:12][CH:13]=[C:14]2[C@H:15]([CH3:22])/[CH:16]=[CH:17]/[C:18]([O:20][CH3:21])=[O:19])[CH2:6]1)(=[O:3])[CH3:2]. The catalyst is CCOC(C)=O.O=[Pt]=O. The product is [C:1]([O:4][C@@H:5]1[CH2:29][CH2:28][C@@:27]2([CH3:30])[C@H:7]([CH2:8][CH2:9][C@@H:10]3[C:26]2=[CH:25][CH2:24][C@@:23]2([CH3:31])[C@H:11]3[CH2:12][CH2:13][C@@H:14]2[C@H:15]([CH3:22])[CH2:16][CH2:17][C:18]([O:20][CH3:21])=[O:19])[CH2:6]1)(=[O:3])[CH3:2]. The yield is 0.960. (5) The reactants are [Br:1][C:2]1[CH:7]=[CH:6][C:5]([NH:8]N)=[CH:4][CH:3]=1.[CH3:10][CH:11]([CH3:15])[C:12](=O)[CH3:13]. No catalyst specified. The product is [Br:1][C:2]1[CH:7]=[C:6]2[C:5](=[CH:4][CH:3]=1)[N:8]=[C:12]([CH3:13])[C:11]2([CH3:15])[CH3:10]. The yield is 0.870. (6) The product is [N:45]1[CH:44]=[CH:43][N:41]2[C:40]=1[CH:39]=[CH:38][C:37]([CH2:36][O:1][C:2]1[CH:3]=[CH:4][C:5]([C:8]3[C:9](=[O:23])[C:10]([CH3:21])([CH3:22])[O:11][C:12]=3[C:13]3[CH:18]=[CH:17][C:16]([O:19][CH3:20])=[CH:15][CH:14]=3)=[CH:6][CH:7]=1)=[N:42]2. The reactants are [OH:1][C:2]1[CH:7]=[CH:6][C:5]([C:8]2[C:9](=[O:23])[C:10]([CH3:22])([CH3:21])[O:11][C:12]=2[C:13]2[CH:18]=[CH:17][C:16]([O:19][CH3:20])=[CH:15][CH:14]=2)=[CH:4][CH:3]=1.C(=O)([O-])[O-].[Cs+].[Cs+].CN(C=O)C.Cl[CH2:36][C:37]1[CH:38]=[CH:39][C:40]2[N:41]([CH:43]=[CH:44][N:45]=2)[N:42]=1. The catalyst is O. The yield is 0.470. (7) The reactants are [NH2:1][C:2]([C:4]1[S:8][C:7]([C:9]2[CH:10]=[C:11]3[C:16](=[CH:17][CH:18]=2)[C:15](=[O:19])[N:14]([CH2:20][CH:21]([CH3:23])[CH3:22])[C:13]([CH2:24][NH:25][C:26](=[O:32])[O:27][C:28]([CH3:31])([CH3:30])[CH3:29])=[C:12]3[C:33]2[CH:38]=[CH:37][CH:36]=[CH:35][CH:34]=2)=[N:6][C:5]=1[CH3:39])=O.N1C(Cl)=NC(Cl)=NC=1Cl.CN(C)C=O. The catalyst is O. The product is [C:2]([C:4]1[S:8][C:7]([C:9]2[CH:10]=[C:11]3[C:16](=[CH:17][CH:18]=2)[C:15](=[O:19])[N:14]([CH2:20][CH:21]([CH3:22])[CH3:23])[C:13]([CH2:24][NH:25][C:26](=[O:32])[O:27][C:28]([CH3:31])([CH3:30])[CH3:29])=[C:12]3[C:33]2[CH:34]=[CH:35][CH:36]=[CH:37][CH:38]=2)=[N:6][C:5]=1[CH3:39])#[N:1]. The yield is 0.938.